This data is from Forward reaction prediction with 1.9M reactions from USPTO patents (1976-2016). The task is: Predict the product of the given reaction. (1) Given the reactants [Cl:1][C:2]1[N:7]=[CH:6][C:5]2[C:8]([I:11])=[CH:9][NH:10][C:4]=2[CH:3]=1.[H-].[Na+].I[CH:15]([CH3:17])[CH3:16], predict the reaction product. The product is: [Cl:1][C:2]1[N:7]=[CH:6][C:5]2[C:8]([I:11])=[CH:9][N:10]([CH:15]([CH3:17])[CH3:16])[C:4]=2[CH:3]=1. (2) The product is: [NH2:1][C:2]1[C:11]([CH3:12])=[CH:10][C:9]([C:14]#[N:15])=[CH:8][C:3]=1[C:4]([NH:6][CH3:7])=[O:5]. Given the reactants [NH2:1][C:2]1[C:11]([CH3:12])=[CH:10][C:9](Br)=[CH:8][C:3]=1[C:4]([NH:6][CH3:7])=[O:5].[C-:14]#[N:15].[K+].C1(C)C=CC=CC=1, predict the reaction product. (3) Given the reactants [CH3:1][C:2]1[NH:6][C:5]2[CH:7]=C(C#N)[CH:9]=[C:10]([O:11][CH2:12][C:13]3[CH:18]=[CH:17][CH:16]=[CH:15][CH:14]=3)[C:4]=2[N:3]=1.[OH-:21].[K+].Cl.[CH2:24]([OH:27])[CH2:25]O, predict the reaction product. The product is: [CH3:1][C:2]1[NH:6][C:5]2[CH:7]=[C:25]([C:24]([OH:27])=[O:21])[CH:9]=[C:10]([O:11][CH2:12][C:13]3[CH:18]=[CH:17][CH:16]=[CH:15][CH:14]=3)[C:4]=2[N:3]=1. (4) Given the reactants [Br:1][C:2]1[C:7]([CH3:8])=[CH:6][CH:5]=[C:4](F)[N:3]=1.[N:10]1([C:16]([O:18][C:19]([CH3:22])([CH3:21])[CH3:20])=[O:17])[CH2:15][CH2:14][NH:13][CH2:12][CH2:11]1.CN1C(=O)CCC1.CCN(C(C)C)C(C)C, predict the reaction product. The product is: [Br:1][C:2]1[N:3]=[C:4]([N:13]2[CH2:12][CH2:11][N:10]([C:16]([O:18][C:19]([CH3:22])([CH3:21])[CH3:20])=[O:17])[CH2:15][CH2:14]2)[CH:5]=[CH:6][C:7]=1[CH3:8]. (5) Given the reactants [C:1]([C:3]1[C:4]([NH:16][CH:17]2[CH2:31][CH:20]3[CH2:21][N:22](C(OC(C)(C)C)=O)[CH2:23][CH:19]3[CH2:18]2)=[N:5][C:6]([NH:9][C:10]2[CH:11]=[N:12][N:13]([CH3:15])[CH:14]=2)=[N:7][CH:8]=1)#[N:2].Cl.CCOC(C)=O.C([O-])(O)=O.[Na+], predict the reaction product. The product is: [CH3:15][N:13]1[CH:14]=[C:10]([NH:9][C:6]2[N:5]=[C:4]([NH:16][CH:17]3[CH2:31][CH:20]4[CH2:21][NH:22][CH2:23][CH:19]4[CH2:18]3)[C:3]([C:1]#[N:2])=[CH:8][N:7]=2)[CH:11]=[N:12]1. (6) Given the reactants [CH3:1][O:2][C:3]1[C:8]([C:9]([OH:11])=O)=[CH:7][C:6]([C:12]([NH2:14])=[O:13])=[CH:5][CH:4]=1.[NH2:15][C:16]1[CH:25]=[CH:24][CH:23]=[C:22]2[C:17]=1[CH:18]=[CH:19][CH:20]=[N:21]2, predict the reaction product. The product is: [CH3:1][O:2][C:3]1[CH:4]=[CH:5][C:6]([C:12]([NH2:14])=[O:13])=[CH:7][C:8]=1[C:9]([NH:15][C:16]1[CH:25]=[CH:24][CH:23]=[C:22]2[C:17]=1[CH:18]=[CH:19][CH:20]=[N:21]2)=[O:11]. (7) Given the reactants CC(C)([O-])C.[K+].[CH3:7][C@H:8]1[CH2:13][C@@H:12]([OH:14])[CH2:11][CH2:10][NH:9]1.Cl[C:16]1[N:21]=[N:20][C:19]([C:22]2[CH:27]=[CH:26][C:25]([N:28]3[CH:32]=[CH:31][CH:30]=[N:29]3)=[CH:24][C:23]=2[OH:33])=[CH:18][CH:17]=1.FC(F)(F)C(O)=O, predict the reaction product. The product is: [CH3:7][C@H:8]1[CH2:13][C@@H:12]([O:14][C:16]2[N:21]=[N:20][C:19]([C:22]3[CH:27]=[CH:26][C:25]([N:28]4[CH:32]=[CH:31][CH:30]=[N:29]4)=[CH:24][C:23]=3[OH:33])=[CH:18][CH:17]=2)[CH2:11][CH2:10][NH:9]1.